From a dataset of Full USPTO retrosynthesis dataset with 1.9M reactions from patents (1976-2016). Predict the reactants needed to synthesize the given product. (1) Given the product [F:24][C:25]1[CH:32]=[C:31]([O:33][CH3:34])[CH:30]=[C:29]([F:35])[C:26]=1[CH2:27][N:15]1[C:14]2[CH:18]=[CH:19][CH:20]=[CH:21][C:13]=2[S:12](=[O:22])(=[O:23])[N:11]([C:5]2[CH:4]=[C:3]([O:2][CH3:1])[CH:8]=[C:7]([O:9][CH3:10])[N:6]=2)[C:16]1=[O:17], predict the reactants needed to synthesize it. The reactants are: [CH3:1][O:2][C:3]1[CH:8]=[C:7]([O:9][CH3:10])[N:6]=[C:5]([N:11]2[C:16](=[O:17])[NH:15][C:14]3[CH:18]=[CH:19][CH:20]=[CH:21][C:13]=3[S:12]2(=[O:23])=[O:22])[CH:4]=1.[F:24][C:25]1[CH:32]=[C:31]([O:33][CH3:34])[CH:30]=[C:29]([F:35])[C:26]=1[CH2:27]Br.C([O-])([O-])=O.[K+].[K+].COC1C(C)=CC(N2C(=O)N(CC3C(F)=CC(F)=CC=3F)C3C=CC=CC=3S2(=O)=O)=CC=1C. (2) Given the product [O:33]=[C:23]1[C:24]2[CH:25]=[CH:26][CH:27]=[C:28]([C:31]#[N:32])[C:29]=2[CH:30]=[C:21]([C:18]2[CH:17]=[CH:16][C:15]([CH2:14][N:11]3[CH2:10][CH2:9][NH:8][CH2:13][CH2:12]3)=[CH:20][CH:19]=2)[NH:22]1, predict the reactants needed to synthesize it. The reactants are: C(OC([N:8]1[CH2:13][CH2:12][N:11]([CH2:14][C:15]2[CH:20]=[CH:19][C:18]([C:21]3[NH:22][C:23](=[O:33])[C:24]4[C:29]([CH:30]=3)=[C:28]([C:31]#[N:32])[CH:27]=[CH:26][CH:25]=4)=[CH:17][CH:16]=2)[CH2:10][CH2:9]1)=O)(C)(C)C.C(O)(C(F)(F)F)=O. (3) The reactants are: [CH2:1]([C:3]1[C:7]([O:8][C:9]2[CH:10]=[C:11]([C:17]#[N:18])[CH:12]=[C:13]([CH:16]=2)[C:14]#[N:15])=[C:6]([CH2:19][CH2:20][O:21][C:22]2[CH:27]=[CH:26][CH:25]=[C:24]([S:28]([CH3:30])=[O:29])[CH:23]=2)[NH:5][N:4]=1)[CH3:2].[OH:31]OS([O-])=O.[K+]. Given the product [CH2:1]([C:3]1[C:7]([O:8][C:9]2[CH:10]=[C:11]([C:17]#[N:18])[CH:12]=[C:13]([CH:16]=2)[C:14]#[N:15])=[C:6]([CH2:19][CH2:20][O:21][C:22]2[CH:27]=[CH:26][CH:25]=[C:24]([S:28]([CH3:30])(=[O:31])=[O:29])[CH:23]=2)[NH:5][N:4]=1)[CH3:2], predict the reactants needed to synthesize it. (4) Given the product [CH3:15][C:10]1[CH:9]=[C:8]([NH:7][C:5]([C:4]2[CH:16]=[CH:17][C:18]3[N:19]=[C:23]([C:22]4[C:25]([CH3:38])=[CH:26][C:27]([O:29][S:41]([C:43]5[CH:17]=[CH:16][C:4]([CH3:5])=[CH:3][CH:2]=5)(=[O:39])=[O:42])=[CH:28][C:21]=4[CH3:20])[NH:1][C:2]=3[CH:3]=2)=[O:6])[CH:13]=[CH:12][C:11]=1[CH3:14], predict the reactants needed to synthesize it. The reactants are: [NH2:1][C:2]1[CH:3]=[C:4]([CH:16]=[CH:17][C:18]=1[NH2:19])[C:5]([NH:7][C:8]1[CH:13]=[CH:12][C:11]([CH3:14])=[C:10]([CH3:15])[CH:9]=1)=[O:6].[CH3:20][C:21]1[CH:28]=[C:27]([O:29]CC(=O)N2CCCC2)[CH:26]=[C:25]([CH3:38])[C:22]=1[CH:23]=O.[OH2:39].C[S:41]([CH3:43])=[O:42]. (5) Given the product [O:25]=[C:16]1[C:17]2[C:22](=[CH:21][CH:20]=[CH:19][CH:18]=2)[C:23](=[O:24])[C:15]1=[C:4]1[C:5]2[N:6]=[C:7]3[CH:14]=[CH:13][CH:12]=[CH:11][C:8]3=[N:9][C:10]=2[C:2](=[C:26]2[C:27](=[O:36])[C:28]3[C:33](=[CH:32][CH:31]=[CH:30][CH:29]=3)[C:34]2=[O:35])[NH:3]1, predict the reactants needed to synthesize it. The reactants are: N[C:2]1([CH:26]2[C:34](=[O:35])[C:33]3[C:28](=[CH:29][CH:30]=[CH:31][CH:32]=3)[C:27]2=[O:36])[C:10]2[N:9]=[C:8]3[CH:11]=[CH:12][CH:13]=[CH:14][C:7]3=[N:6][C:5]=2[C:4](=[C:15]2[C:23](=[O:24])[C:22]3[C:17](=[CH:18][CH:19]=[CH:20][CH:21]=3)[C:16]2=[O:25])[NH:3]1.O. (6) The reactants are: [CH2:1]([O:3][C:4]1[CH:12]=[C:11]2[C:7]([CH:8]=[N:9][NH:10]2)=[CH:6][C:5]=1[NH:13][C:14]1[C:15]2[C:22]3[CH2:23][CH2:24][CH:25]([C:27](O)=[O:28])[CH2:26][C:21]=3[S:20][C:16]=2[N:17]=[CH:18][N:19]=1)[CH3:2].FC(F)(F)C(O)=O.[S:37]1(=[O:45])(=[O:44])[C:40]2([CH2:43][NH:42][CH2:41]2)[CH2:39][CH2:38]1. Given the product [O:44]=[S:37]1(=[O:45])[C:40]2([CH2:43][N:42]([C:27]([CH:25]3[CH2:24][CH2:23][C:22]4[C:15]5[C:14]([NH:13][C:5]6[CH:6]=[C:7]7[C:11](=[CH:12][C:4]=6[O:3][CH2:1][CH3:2])[NH:10][N:9]=[CH:8]7)=[N:19][CH:18]=[N:17][C:16]=5[S:20][C:21]=4[CH2:26]3)=[O:28])[CH2:41]2)[CH2:39][CH2:38]1, predict the reactants needed to synthesize it. (7) Given the product [CH3:1][O:2][C:3]1[N:8]=[C:7]2[NH:9][C:10](=[O:25])[N:11]([CH:12]3[CH2:17][CH2:16][NH:15][CH2:14][CH2:13]3)[C:6]2=[CH:5][CH:4]=1, predict the reactants needed to synthesize it. The reactants are: [CH3:1][O:2][C:3]1[N:8]=[C:7]2[NH:9][C:10](=[O:25])[N:11]([CH:12]3[CH2:17][CH2:16][N:15](C(OC(C)(C)C)=O)[CH2:14][CH2:13]3)[C:6]2=[CH:5][CH:4]=1.Cl. (8) Given the product [Cl:1][C:2]1[C:3]([CH3:22])=[C:4]([CH:19]=[CH:20][CH:21]=1)[CH2:5][N:6]1[C:11](=[O:12])[C:10]([C:13]([O:15][CH2:16][CH3:17])=[O:14])=[CH:9][N:8]([C:31]2[CH:30]=[CH:29][C:28]3[N:24]([CH3:23])[C:25](=[O:43])[N:26]([CH3:42])[C:27]=3[CH:32]=2)[C:7]1=[O:18], predict the reactants needed to synthesize it. The reactants are: [Cl:1][C:2]1[C:3]([CH3:22])=[C:4]([CH:19]=[CH:20][CH:21]=1)[CH2:5][N:6]1[C:11](=[O:12])[C:10]([C:13]([O:15][CH2:16][CH3:17])=[O:14])=[CH:9][NH:8][C:7]1=[O:18].[CH3:23][N:24]1[C:28]2[CH:29]=[CH:30][C:31](B3OC(C)(C)C(C)(C)O3)=[CH:32][C:27]=2[N:26]([CH3:42])[C:25]1=[O:43].C(N(CC)CC)C.CS(C)=O. (9) Given the product [N:19]1([C:17]2[S:16][C:15]([C:28]([O:30][CH3:31])=[O:29])=[C:14]([O:13][CH2:6][C:5]3[CH:8]=[CH:9][CH:10]=[C:3]([C:2]([F:12])([F:11])[F:1])[CH:4]=3)[CH:18]=2)[C:27]2[CH:26]=[CH:25][N:24]=[CH:23][C:22]=2[N:21]=[CH:20]1, predict the reactants needed to synthesize it. The reactants are: [F:1][C:2]([F:12])([F:11])[C:3]1[CH:4]=[C:5]([CH:8]=[CH:9][CH:10]=1)[CH2:6]Br.[OH:13][C:14]1[CH:18]=[C:17]([N:19]2[C:27]3[CH:26]=[CH:25][N:24]=[CH:23][C:22]=3[N:21]=[CH:20]2)[S:16][C:15]=1[C:28]([O:30][CH3:31])=[O:29].C(=O)([O-])[O-].[K+].[K+]. (10) The reactants are: [Br:1][C:2]1[CH:3]=[C:4]2[C:8](=[C:9]([CH3:11])[CH:10]=1)[NH:7][N:6]=[CH:5]2.[CH3:12]C(C)([O-])C.[K+].IC. Given the product [Br:1][C:2]1[CH:3]=[C:4]2[C:8](=[C:9]([CH3:11])[CH:10]=1)[N:7]([CH3:12])[N:6]=[CH:5]2, predict the reactants needed to synthesize it.